Task: Predict which catalyst facilitates the given reaction.. Dataset: Catalyst prediction with 721,799 reactions and 888 catalyst types from USPTO (1) Reactant: [C:1]([C:3]1[CH:4]=[N:5][N:6]2[C:11](=[O:12])[C:10]([CH2:13][CH3:14])=[C:9]([C:15]([OH:17])=O)[NH:8][C:7]=12)#[N:2].Cl.CN.C1C[N:24]([P+](ON2N=NC3C=CC=CC2=3)(N2CCCC2)N2CCCC2)[CH2:23]C1.F[P-](F)(F)(F)(F)F.C1C=CC2N(O)N=NC=2C=1.CCN(C(C)C)C(C)C. Product: [C:1]([C:3]1[CH:4]=[N:5][N:6]2[C:11](=[O:12])[C:10]([CH2:13][CH3:14])=[C:9]([C:15]([NH:24][CH3:23])=[O:17])[NH:8][C:7]=12)#[N:2]. The catalyst class is: 85. (2) Reactant: Cl[C:2]1[C:3]2[CH:11]([C:12]([F:15])([F:14])[F:13])[CH2:10][C:9](=[O:16])[N:8]([CH2:17][C:18]3[CH:23]=[CH:22][C:21]([O:24][CH3:25])=[CH:20][C:19]=3[O:26][CH3:27])[C:4]=2[N:5]=[CH:6][N:7]=1.Cl.Cl.Cl.[N:31]1([CH2:36][CH2:37][N:38]2[CH:42]=[C:41]([C:43]([F:46])([F:45])[F:44])[N:40]=[C:39]2[CH:47]2[CH2:52][CH2:51][NH:50][CH2:49][CH2:48]2)[CH2:35][CH2:34][CH2:33][CH2:32]1.CN1CCCC1=O.C(N(C(C)C)CC)(C)C. Product: [CH3:27][O:26][C:19]1[CH:20]=[C:21]([O:24][CH3:25])[CH:22]=[CH:23][C:18]=1[CH2:17][N:8]1[C:4]2[N:5]=[CH:6][N:7]=[C:2]([N:50]3[CH2:49][CH2:48][CH:47]([C:39]4[N:38]([CH2:37][CH2:36][N:31]5[CH2:32][CH2:33][CH2:34][CH2:35]5)[CH:42]=[C:41]([C:43]([F:45])([F:46])[F:44])[N:40]=4)[CH2:52][CH2:51]3)[C:3]=2[CH:11]([C:12]([F:13])([F:14])[F:15])[CH2:10][C:9]1=[O:16]. The catalyst class is: 6.